From a dataset of Forward reaction prediction with 1.9M reactions from USPTO patents (1976-2016). Predict the product of the given reaction. (1) Given the reactants [Cl:1][C:2]1[N:7]=[C:6]([NH:8][C:9]2[CH:14]=[CH:13][C:12]([CH3:15])=[CH:11][CH:10]=2)[C:5]([N+:16]([O-])=O)=[CH:4][CH:3]=1.O.O.[Sn](Cl)Cl.C([O-])([O-])=O.[K+].[K+], predict the reaction product. The product is: [NH2:16][C:5]1[C:6]([NH:8][C:9]2[CH:14]=[CH:13][C:12]([CH3:15])=[CH:11][CH:10]=2)=[N:7][C:2]([Cl:1])=[CH:3][CH:4]=1. (2) Given the reactants BrC1C=CC(O)=C([C:8]2[CH:17]=[CH:16][C:15]3[C:10](=[CH:11][CH:12]=[C:13]([C:18]4[N:22]([CH:23]5[CH2:28][CH2:27][CH2:26][CH2:25][CH2:24]5)[C:21]5[CH:29]=[CH:30][C:31]([C:33]([OH:35])=[O:34])=[CH:32][C:20]=5[N:19]=4)[CH:14]=3)[N:9]=2)C=1.[CH2:37]([N:40]([CH2:45]CC)[CH2:41][C:42](=O)[CH3:43])[CH2:38][CH3:39].[OH-].[K+], predict the reaction product. The product is: [CH:23]1([N:22]2[C:21]3[CH:29]=[CH:30][C:31]([C:33]([OH:35])=[O:34])=[CH:32][C:20]=3[N:19]=[C:18]2[C:13]2[CH:14]=[C:15]3[C:10](=[CH:11][CH:12]=2)[N:9]=[C:8]([CH2:45][N:40]([CH2:41][CH2:42][CH3:43])[CH2:37][CH2:38][CH3:39])[CH:17]=[CH:16]3)[CH2:24][CH2:25][CH2:26][CH2:27][CH2:28]1. (3) Given the reactants C(N(C(C)C)CC)(C)C.C1C=CC2N(O)N=NC=2C=1.[Cl:20][CH2:21][CH2:22][CH2:23][CH:24]([C:28]1[CH:33]=[CH:32][C:31]([N:34]([CH3:36])[CH3:35])=[CH:30][CH:29]=1)[C:25]([OH:27])=O.[C:37]([O:41][C:42]([CH3:45])([CH3:44])[CH3:43])(=[O:40])[NH:38][NH2:39], predict the reaction product. The product is: [Cl:20][CH2:21][CH2:22][CH2:23][CH:24]([C:28]1[CH:33]=[CH:32][C:31]([N:34]([CH3:36])[CH3:35])=[CH:30][CH:29]=1)[C:25]([NH:39][NH:38][C:37]([O:41][C:42]([CH3:45])([CH3:44])[CH3:43])=[O:40])=[O:27]. (4) Given the reactants Cl[C:2]1[C:3]([CH:8]2[CH2:13][CH2:12][N:11]([C:14]([O:16][C:17]([CH3:20])([CH3:19])[CH3:18])=[O:15])[CH2:10][CH2:9]2)=[N:4][CH:5]=[CH:6][N:7]=1.[F:21][C:22]1[CH:23]=[C:24](B(O)O)[CH:25]=[CH:26][C:27]=1[C:28](=[O:31])[NH:29][CH3:30].P([O-])([O-])([O-])=O.[K+].[K+].[K+].O1CCOCC1, predict the reaction product. The product is: [F:21][C:22]1[CH:23]=[C:24]([C:2]2[C:3]([CH:8]3[CH2:13][CH2:12][N:11]([C:14]([O:16][C:17]([CH3:20])([CH3:19])[CH3:18])=[O:15])[CH2:10][CH2:9]3)=[N:4][CH:5]=[CH:6][N:7]=2)[CH:25]=[CH:26][C:27]=1[C:28](=[O:31])[NH:29][CH3:30]. (5) Given the reactants Br[CH2:2][C:3]1[NH:8][C:7]([C:9]2[S:10][CH:11]=[CH:12][N:13]=2)=[N:6][CH:5]([C:14]2[CH:19]=[CH:18][C:17]([Cl:20])=[CH:16][C:15]=2[Cl:21])[C:4]=1[C:22]([O:24][CH2:25][CH3:26])=[O:23].Cl.[NH:28]1[CH2:33][CH2:32][O:31][CH:30]([C:34]([OH:36])=[O:35])[CH2:29]1, predict the reaction product. The product is: [Cl:21][C:15]1[CH:16]=[C:17]([Cl:20])[CH:18]=[CH:19][C:14]=1[CH:5]1[N:6]=[C:7]([C:9]2[S:10][CH:11]=[CH:12][N:13]=2)[NH:8][C:3]([CH2:2][N:28]2[CH2:33][CH2:32][O:31][CH:30]([C:34]([OH:36])=[O:35])[CH2:29]2)=[C:4]1[C:22]([O:24][CH2:25][CH3:26])=[O:23].